Dataset: Catalyst prediction with 721,799 reactions and 888 catalyst types from USPTO. Task: Predict which catalyst facilitates the given reaction. (1) Reactant: [Cl:1][C:2]1[CH:3]=[C:4]([CH:13]=[CH:14][C:15]=1[C:16]1[N:20]=[C:19]([C:21]2[CH:22]=[N:23][C:24]([O:28][CH:29]([CH3:31])[CH3:30])=[C:25]([Cl:27])[CH:26]=2)[O:18][N:17]=1)[O:5][CH:6]1[CH2:9][CH:8]([C:10]([OH:12])=[O:11])[CH2:7]1.[OH-].[K+:33].CO. Product: [K+:33].[Cl:1][C:2]1[CH:3]=[C:4]([CH:13]=[CH:14][C:15]=1[C:16]1[N:20]=[C:19]([C:21]2[CH:22]=[N:23][C:24]([O:28][CH:29]([CH3:31])[CH3:30])=[C:25]([Cl:27])[CH:26]=2)[O:18][N:17]=1)[O:5][CH:6]1[CH2:9][CH:8]([C:10]([O-:12])=[O:11])[CH2:7]1. The catalyst class is: 10. (2) Reactant: [NH:1]1[C:9]2[C:4](=[CH:5][CH:6]=[CH:7][CH:8]=2)[C:3]([C:10]([CH3:14])([CH3:13])[CH2:11][NH2:12])=[CH:2]1.C(N(CC)CC)C.[C:22]([C:26]1[CH:31]=[CH:30][C:29]([S:32](Cl)(=[O:34])=[O:33])=[CH:28][CH:27]=1)([CH3:25])([CH3:24])[CH3:23]. Product: [C:22]([C:26]1[CH:31]=[CH:30][C:29]([S:32]([NH:12][CH2:11][C:10]([C:3]2[C:4]3[C:9](=[CH:8][CH:7]=[CH:6][CH:5]=3)[NH:1][CH:2]=2)([CH3:14])[CH3:13])(=[O:34])=[O:33])=[CH:28][CH:27]=1)([CH3:25])([CH3:23])[CH3:24]. The catalyst class is: 2. (3) Reactant: [NH2:1][C:2]1[CH:7]=[CH:6][CH:5]=[C:4]([CH3:8])[N:3]=1.Br[C:10]1[CH:15]=[CH:14][CH:13]=[CH:12][CH:11]=1.CC(C)([O-])C.[Na+]. Product: [CH3:8][C:4]1[N:3]=[C:2]([NH:1][C:10]2[CH:15]=[CH:14][CH:13]=[CH:12][CH:11]=2)[CH:7]=[CH:6][CH:5]=1. The catalyst class is: 11. (4) Reactant: [F:1][CH:2]([F:35])[CH2:3][NH:4][C:5]([N:7]1[CH2:11][C@H:10]([C:12]2[N:16]3[C:17]4[CH:23]=[CH:22][N:21](S(C5C=CC(C)=CC=5)(=O)=O)[C:18]=4[N:19]=[CH:20][C:15]3=[N:14][CH:13]=2)[C@H:9]([CH3:34])[CH2:8]1)=[O:6].[OH-].[Na+]. Product: [F:35][CH:2]([F:1])[CH2:3][NH:4][C:5]([N:7]1[CH2:8][C@@H:9]([CH3:34])[C@@H:10]([C:12]2[N:16]3[C:17]4[CH:23]=[CH:22][NH:21][C:18]=4[N:19]=[CH:20][C:15]3=[N:14][CH:13]=2)[CH2:11]1)=[O:6]. The catalyst class is: 12.